From a dataset of Reaction yield outcomes from USPTO patents with 853,638 reactions. Predict the reaction yield, written as a fraction of the theoretical maximum amount of product (1.0 means a 100% yield; for example, 0.34 means a 34% yield). (1) The reactants are [CH:1]1[N:5]=[CH:4][N:3]([CH2:6][C:7]([P:13]([OH:16])([OH:15])=[O:14])([P:9]([OH:12])([OH:11])=[O:10])[OH:8])[CH:2]=1.[OH-:17].[Na+:18]. The catalyst is O. The product is [CH:1]1[N:5]=[CH:4][N:3]([CH2:6][C:7]([P:9]([O-:12])([OH:11])=[O:10])([P:13]([O-:15])([OH:16])=[O:14])[OH:8])[CH:2]=1.[OH2:17].[OH2:8].[OH2:8].[OH2:8].[Na+:18].[Na+:18]. The yield is 0.220. (2) The reactants are [N:1]1([CH:7]2[CH2:12][CH2:11][CH:10]([O:13][C:14]3[N:15]=[CH:16][N:17]=[C:18]4[C:25]=3[C:24]3[CH:23]([CH2:26]O)[CH2:22][CH2:21][C:20]=3[S:19]4)[CH2:9][CH2:8]2)[CH2:6][CH2:5][O:4][CH2:3][CH2:2]1.N1C=CN=C1.C1C=CC(P(C2C=CC=CC=2)C2C=CC=CC=2)=CC=1.[I:52]I. The catalyst is C(Cl)Cl. The product is [I:52][CH2:26][CH:23]1[CH2:22][CH2:21][C:20]2[S:19][C:18]3[C:25](=[C:14]([O:13][CH:10]4[CH2:11][CH2:12][CH:7]([N:1]5[CH2:6][CH2:5][O:4][CH2:3][CH2:2]5)[CH2:8][CH2:9]4)[N:15]=[CH:16][N:17]=3)[C:24]1=2. The yield is 0.860. (3) The reactants are [CH2:1]([C:4]1[CH:5]=[C:6]([CH:9]=[CH:10][C:11]=1[OH:12])[C:7]#[N:8])[CH:2]=[CH2:3]. The catalyst is CCO.[Pd]. The product is [OH:12][C:11]1[CH:10]=[CH:9][C:6]([C:7]#[N:8])=[CH:5][C:4]=1[CH2:1][CH2:2][CH3:3]. The yield is 0.990. (4) The catalyst is C(O)(=O)C.CN(C=O)C. The yield is 0.830. The product is [C:18]([O:1][C:2]1[CH:3]=[CH:4][C:5]([S:8]([Cl:15])(=[O:10])=[O:11])=[CH:6][CH:7]=1)(=[O:21])[CH3:19]. The reactants are [OH:1][C:2]1[CH:7]=[CH:6][C:5]([S:8]([OH:11])(=[O:10])=O)=[CH:4][CH:3]=1.C(Cl)(=O)C([Cl:15])=O.[C:18]([O:21]C(=O)C)(=O)[CH3:19].